Dataset: Reaction yield outcomes from USPTO patents with 853,638 reactions. Task: Predict the reaction yield, written as a fraction of the theoretical maximum amount of product (1.0 means a 100% yield; for example, 0.34 means a 34% yield). (1) The product is [CH2:39]([O:46][C:6](=[O:15])[NH:3][C:32]1[C:31]([OH:38])=[N:30][C:29]([CH2:25][CH2:26][CH:27]=[CH2:28])=[CH:37][CH:36]=1)[C:40]1[CH:45]=[CH:44][CH:43]=[CH:42][CH:41]=1. The reactants are C([N:3]([CH2:6]C)CC)C.C1(P(N=[N+]=[N-])(C2C=CC=CC=2)=[O:15])C=CC=CC=1.[CH2:25]([C:29]1[CH:37]=[CH:36][C:32](C(O)=O)=[C:31]([OH:38])[N:30]=1)[CH2:26][CH:27]=[CH2:28].[CH2:39]([OH:46])[C:40]1[CH:45]=[CH:44][CH:43]=[CH:42][CH:41]=1. The yield is 0.490. The catalyst is O1CCOCC1. (2) The reactants are C[C:2]1([CH3:9])[O:6][C@H:5]([CH2:7][OH:8])[CH2:4][O:3]1.[OH-].[K+].[CH2:12](Br)[CH2:13][CH2:14][CH2:15][CH2:16][CH2:17][CH2:18][CH2:19][CH2:20][CH2:21][CH2:22][CH2:23][CH2:24][CH2:25]CC.O. The catalyst is C1(C)C=CC=CC=1. The product is [CH2:2]([O:3][CH2:4][CH:5]([CH2:7][OH:8])[OH:6])[CH2:9][CH2:25][CH2:24][CH2:23][CH2:22][CH2:21][CH2:20][CH2:19][CH2:18][CH2:17][CH2:16][CH2:15][CH2:14][CH2:13][CH3:12]. The yield is 0.820.